Dataset: Reaction yield outcomes from USPTO patents with 853,638 reactions. Task: Predict the reaction yield, written as a fraction of the theoretical maximum amount of product (1.0 means a 100% yield; for example, 0.34 means a 34% yield). (1) The reactants are [CH3:1][O:2][C:3]1[N:4]=[C:5]2[C:10](=[CH:11][CH:12]=1)[N:9]=[CH:8][CH:7]=[C:6]2[C:13]1[N:14]=[N:15][N:16]([CH2:18][CH2:19][CH2:20][N:21]2C(=O)C3C(=CC=CC=3)C2=O)[CH:17]=1.O.NN.Cl.C(N(CC)CC)C.[O:43]=[C:44]1[NH:49][C:48]2[CH:50]=[C:51]([S:54](Cl)(=[O:56])=[O:55])[CH:52]=[CH:53][C:47]=2[S:46][CH2:45]1. The catalyst is C(O)C.C(Cl)(Cl)Cl. The product is [CH3:1][O:2][C:3]1[N:4]=[C:5]2[C:10](=[CH:11][CH:12]=1)[N:9]=[CH:8][CH:7]=[C:6]2[C:13]1[N:14]=[N:15][N:16]([CH2:18][CH2:19][CH2:20][NH:21][S:54]([C:51]2[CH:52]=[CH:53][C:47]3[S:46][CH2:45][C:44](=[O:43])[NH:49][C:48]=3[CH:50]=2)(=[O:56])=[O:55])[CH:17]=1. The yield is 0.270. (2) The reactants are [C:1]1([CH2:7][C:8]([O:10]CC)=O)[CH:6]=[CH:5][CH:4]=[CH:3][CH:2]=1.[CH3:13][C:14]([CH3:16])=[O:15].Cl. The catalyst is CCOCC. The product is [C:1]1([CH2:7][C:8](=[O:10])[CH2:13][C:14](=[O:15])[CH3:16])[CH:2]=[CH:3][CH:4]=[CH:5][CH:6]=1. The yield is 0.440. (3) The reactants are [H-].[Na+].[OH:3][C:4]1[CH:9]=[CH:8][N:7]=[CH:6][CH:5]=1.[Cl:10][C:11]1[CH:27]=[C:26]([Cl:28])[CH:25]=[CH:24][C:12]=1[CH2:13][NH:14][C:15](=[O:23])[C:16]1[CH:21]=[CH:20][N:19]=[C:18](F)[CH:17]=1. The catalyst is CN(C)C(=O)C. The product is [Cl:10][C:11]1[CH:27]=[C:26]([Cl:28])[CH:25]=[CH:24][C:12]=1[CH2:13][NH:14][C:15](=[O:23])[C:16]1[CH:17]=[CH:18][N:19]=[C:20]([O:3][C:4]2[CH:9]=[CH:8][N:7]=[CH:6][CH:5]=2)[CH:21]=1. The yield is 0.618. (4) The reactants are [F:1][C:2]([F:36])([C:29]1[CH:34]=[CH:33][C:32]([F:35])=[CH:31][N:30]=1)[C:3]1[N:12]=[C:11]([NH:13][C:14]2[CH:18]=[C:17]([CH3:19])[N:16](C(OC(C)(C)C)=O)[N:15]=2)[C:10]2[C:5](=[CH:6][C:7]([O:27][CH3:28])=[CH:8][CH:9]=2)[N:4]=1.C(O)(C(F)(F)F)=O.C(Cl)Cl. No catalyst specified. The product is [F:36][C:2]([F:1])([C:29]1[CH:34]=[CH:33][C:32]([F:35])=[CH:31][N:30]=1)[C:3]1[N:12]=[C:11]([NH:13][C:14]2[CH:18]=[C:17]([CH3:19])[NH:16][N:15]=2)[C:10]2[C:5](=[CH:6][C:7]([O:27][CH3:28])=[CH:8][CH:9]=2)[N:4]=1. The yield is 0.410. (5) The reactants are [Cl:1][C:2]1[C:7]([O:8][CH3:9])=[CH:6][C:5]([O:10][CH3:11])=[C:4]([Cl:12])[C:3]=1[C:13]1[C:24](=[O:25])[N:23]([CH2:26][CH2:27][NH:28]C(=O)OC(C)(C)C)[C:16]2[N:17]=[C:18]([S:21][CH3:22])[N:19]=[CH:20][C:15]=2[CH:14]=1.C(O)(C(F)(F)F)=O. The catalyst is C(Cl)Cl. The product is [NH2:28][CH2:27][CH2:26][N:23]1[C:16]2[N:17]=[C:18]([S:21][CH3:22])[N:19]=[CH:20][C:15]=2[CH:14]=[C:13]([C:3]2[C:2]([Cl:1])=[C:7]([O:8][CH3:9])[CH:6]=[C:5]([O:10][CH3:11])[C:4]=2[Cl:12])[C:24]1=[O:25]. The yield is 0.980. (6) The reactants are [CH2:1]([C:5]1[N:6]=[C:7]([CH3:27])[NH:8][C:9](=[O:26])[C:10]=1[CH2:11][C:12]1[CH:17]=[CH:16][C:15]([C:18]2[C:19]([C:24]#[N:25])=[CH:20][CH:21]=[CH:22][CH:23]=2)=[CH:14][CH:13]=1)[CH2:2][CH2:3][CH3:4].N(C(N1CCCCC1)=O)=NC(N1CCCCC1)=O.C(P(CCCC)CCCC)CCC.[S:59]1[C:63]2[CH:64]=[CH:65][CH:66]=[CH:67][C:62]=2[N:61]=[C:60]1[CH2:68]O. The catalyst is C(OCC)(=O)C.O1CCCC1. The product is [S:59]1[C:63]2[CH:64]=[CH:65][CH:66]=[CH:67][C:62]=2[N:61]=[C:60]1[CH2:68][N:8]1[C:9](=[O:26])[C:10]([CH2:11][C:12]2[CH:17]=[CH:16][C:15]([C:18]3[C:19]([C:24]#[N:25])=[CH:20][CH:21]=[CH:22][CH:23]=3)=[CH:14][CH:13]=2)=[C:5]([CH2:1][CH2:2][CH2:3][CH3:4])[N:6]=[C:7]1[CH3:27]. The yield is 0.450.